The task is: Regression/Classification. Given a drug SMILES string, predict its absorption, distribution, metabolism, or excretion properties. Task type varies by dataset: regression for continuous measurements (e.g., permeability, clearance, half-life) or binary classification for categorical outcomes (e.g., BBB penetration, CYP inhibition). Dataset: pgp_broccatelli.. This data is from P-glycoprotein inhibition data for predicting drug efflux from Broccatelli et al.. (1) The drug is COc1cc2c(cc1OC)CN(CCc1ccc(NC(=O)c3ccccc3N)cc1)CC2. The result is 1 (inhibitor). (2) The drug is CCOC/C=C/c1ccc(-c2nc(-c3ccc(N(C)C)cc3)c(-c3ccc(N(C)C)cc3)[nH]2)cc1. The result is 1 (inhibitor). (3) The drug is O=c1c(Cc2c(O)oc3ccccc3c2=O)c(O)oc2ccccc12. The result is 0 (non-inhibitor). (4) The molecule is CCN(CC)c1ccccc1. The result is 0 (non-inhibitor).